This data is from Forward reaction prediction with 1.9M reactions from USPTO patents (1976-2016). The task is: Predict the product of the given reaction. (1) Given the reactants [CH3:1][O:2][C:3]1[CH:4]=[CH:5][C:6]2[O:10][CH:9]=[C:8]([CH3:11])[C:7]=2[CH:12]=1.[C:13](Cl)(=[O:20])[CH2:14][CH2:15][CH2:16][CH2:17][CH2:18][CH3:19].[N+](C)([O-])=O.[Cl-].[Al+3].[Cl-].[Cl-], predict the reaction product. The product is: [CH3:1][O:2][C:3]1[CH:4]=[CH:5][C:6]2[O:10][C:9]([C:13](=[O:20])[CH2:14][CH2:15][CH2:16][CH2:17][CH2:18][CH3:19])=[C:8]([CH3:11])[C:7]=2[CH:12]=1. (2) Given the reactants [CH3:1][O:2][C:3]1[CH:4]=[C:5](O)[CH:6]=[CH:7][CH:8]=1.CC1C=CC(S([O:20][CH2:21][CH2:22][CH2:23][NH:24][C:25]2[C:26](=[O:42])[N:27]([C:38]([CH3:41])([CH3:40])[CH3:39])[S:28](=[O:37])(=[O:36])[C:29]=2[C:30]2[CH:35]=[CH:34][CH:33]=[CH:32][CH:31]=2)(=O)=O)=CC=1, predict the reaction product. The product is: [C:38]([N:27]1[C:26](=[O:42])[C:25]([NH:24][CH2:23][CH2:22][CH2:21][O:20][C:7]2[CH:6]=[CH:5][CH:4]=[C:3]([O:2][CH3:1])[CH:8]=2)=[C:29]([C:30]2[CH:35]=[CH:34][CH:33]=[CH:32][CH:31]=2)[S:28]1(=[O:37])=[O:36])([CH3:41])([CH3:40])[CH3:39]. (3) Given the reactants [F:1][C:2]1[CH:3]=[CH:4][C:5]([N+:9]([O-:11])=[O:10])=[C:6]([CH:8]=1)[NH2:7].O[CH2:13][CH:14]([CH2:16]O)O.[Na+].[N+](C1C=C(S([O-])(=O)=O)C=CC=1)([O-])=O.OS(O)(=O)=O.O, predict the reaction product. The product is: [F:1][C:2]1[CH:3]=[CH:4][C:5]([N+:9]([O-:11])=[O:10])=[C:6]2[C:8]=1[CH:13]=[CH:14][CH:16]=[N:7]2. (4) Given the reactants [CH2:1]([O:3][C:4](=[O:15])[CH2:5][CH:6]([C:11](=O)[CH2:12][CH3:13])[C:7](=O)[CH2:8][CH3:9])[CH3:2].O=C(CC)C(C(=O)CC)CC(OC(C)(C)C)=O.[Br:33][C:34]1[CH:39]=[CH:38][C:37]([CH:40]([NH:42][NH2:43])[CH3:41])=[CH:36][CH:35]=1.O, predict the reaction product. The product is: [CH2:1]([O:3][C:4](=[O:15])[CH2:5][C:6]1[C:11]([CH2:12][CH3:13])=[N:43][N:42]([CH:40]([C:37]2[CH:38]=[CH:39][C:34]([Br:33])=[CH:35][CH:36]=2)[CH3:41])[C:7]=1[CH2:8][CH3:9])[CH3:2]. (5) Given the reactants C([O:3][C:4]([C:6]1([C:9]2[CH:14]=[CH:13][C:12]([C:15]3[CH:20]=[CH:19][C:18]([C:21]4[O:25][N:24]=[C:23]([CH3:26])[C:22]=4[NH:27][C:28](=[O:33])[CH2:29][CH:30]([CH3:32])[CH3:31])=[CH:17][CH:16]=3)=[CH:11][CH:10]=2)[CH2:8][CH2:7]1)=[O:5])C.[OH-].[Li+], predict the reaction product. The product is: [CH3:26][C:23]1[C:22]([NH:27][C:28](=[O:33])[CH2:29][CH:30]([CH3:32])[CH3:31])=[C:21]([C:18]2[CH:19]=[CH:20][C:15]([C:12]3[CH:11]=[CH:10][C:9]([C:6]4([C:4]([OH:5])=[O:3])[CH2:7][CH2:8]4)=[CH:14][CH:13]=3)=[CH:16][CH:17]=2)[O:25][N:24]=1. (6) Given the reactants [CH2:1]([O:3][C:4](=[O:14])[NH:5][C:6]1[CH:11]=[CH:10][C:9](Br)=[CH:8][C:7]=1[Cl:13])[CH3:2].C([Mg]CCCC)CCC.C([Li])CCC.CN([CH:32]=[O:33])C, predict the reaction product. The product is: [CH2:1]([O:3][C:4](=[O:14])[NH:5][C:6]1[CH:11]=[CH:10][C:9]([CH:32]=[O:33])=[CH:8][C:7]=1[Cl:13])[CH3:2].